From a dataset of Catalyst prediction with 721,799 reactions and 888 catalyst types from USPTO. Predict which catalyst facilitates the given reaction. (1) Reactant: C([O:3][C:4](=O)[CH2:5][N:6]1[CH:11]=[CH:10][CH:9]=[C:8]([CH3:12])[C:7]1=[O:13])C.O.[NH2:16][NH2:17]. Product: [CH3:12][C:8]1[C:7](=[O:13])[N:6]([CH2:5][C:4]([NH:16][NH2:17])=[O:3])[CH:11]=[CH:10][CH:9]=1. The catalyst class is: 8. (2) Reactant: Br[C:2]1[CH:3]=[N:4][CH:5]=[C:6]2[C:11]=1[N:10]=[C:9]([C:12]([NH2:14])=[O:13])[CH:8]=[CH:7]2.[F:15][C:16]([F:28])([F:27])[O:17][C:18]1[CH:23]=[CH:22][C:21](B(O)O)=[CH:20][CH:19]=1.C(=O)([O-])[O-].[Cs+].[Cs+]. Product: [F:15][C:16]([F:27])([F:28])[O:17][C:18]1[CH:23]=[CH:22][C:21]([C:2]2[CH:3]=[N:4][CH:5]=[C:6]3[C:11]=2[N:10]=[C:9]([C:12]([NH2:14])=[O:13])[CH:8]=[CH:7]3)=[CH:20][CH:19]=1. The catalyst class is: 688. (3) Reactant: [CH2:1]([C@H:8]1[CH2:13][CH2:12][O:11][C:10](=[O:14])[N:9]1[C:15](=[O:30])[C@@H:16]([C@@H:21]([C:23]1[CH:24]=[N:25][C:26]([Cl:29])=[CH:27][CH:28]=1)[OH:22])[CH2:17][CH2:18][C:19]#[CH:20])[C:2]1[CH:7]=[CH:6][CH:5]=[CH:4][CH:3]=1.N1C(C)=CC=CC=1C.FC(F)(F)S(O[Si:45]([C:48]([CH3:51])([CH3:50])[CH3:49])([CH3:47])[CH3:46])(=O)=O. Product: [CH2:1]([C@H:8]1[CH2:13][CH2:12][O:11][C:10](=[O:14])[N:9]1[C:15](=[O:30])[C@@H:16]([C@H:21]([O:22][Si:45]([C:48]([CH3:51])([CH3:50])[CH3:49])([CH3:47])[CH3:46])[C:23]1[CH:24]=[N:25][C:26]([Cl:29])=[CH:27][CH:28]=1)[CH2:17][CH2:18][C:19]#[CH:20])[C:2]1[CH:3]=[CH:4][CH:5]=[CH:6][CH:7]=1. The catalyst class is: 4. (4) Reactant: [N:1]1[CH:6]=[CH:5][CH:4]=[CH:3][C:2]=1[O:7][CH2:8][C:9]1[CH:27]=[CH:26][C:12]([CH2:13][C:14]2[CH:18]=[C:17]([C:19]3[C:20]([NH2:25])=[N:21][CH:22]=[CH:23][CH:24]=3)[O:16][N:15]=2)=[CH:11][CH:10]=1.[C:28]1([S:34]([OH:37])(=[O:36])=[O:35])[CH:33]=[CH:32][CH:31]=[CH:30][CH:29]=1. Product: [C:28]1([S:34]([OH:37])(=[O:36])=[O:35])[CH:33]=[CH:32][CH:31]=[CH:30][CH:29]=1.[N:1]1[CH:6]=[CH:5][CH:4]=[CH:3][C:2]=1[O:7][CH2:8][C:9]1[CH:27]=[CH:26][C:12]([CH2:13][C:14]2[CH:18]=[C:17]([C:19]3[C:20]([NH2:25])=[N:21][CH:22]=[CH:23][CH:24]=3)[O:16][N:15]=2)=[CH:11][CH:10]=1. The catalyst class is: 5. (5) Reactant: [I:1]I.[CH2:3]([C:10]1[N:15]=[CH:14][C:13]([OH:16])=[CH:12][CH:11]=1)[C:4]1[CH:9]=[CH:8][CH:7]=[CH:6][CH:5]=1.C(O)(O)=O.S([O-])([O-])(=O)=S.[Na+].[Na+].Cl. Product: [CH2:3]([C:10]1[N:15]=[C:14]([I:1])[C:13]([OH:16])=[CH:12][CH:11]=1)[C:4]1[CH:5]=[CH:6][CH:7]=[CH:8][CH:9]=1. The catalyst class is: 90.